Predict the reactants needed to synthesize the given product. From a dataset of Full USPTO retrosynthesis dataset with 1.9M reactions from patents (1976-2016). (1) Given the product [Cl:1][C:2]1[CH:11]=[CH:10][C:9]2[C:4](=[CH:5][CH:6]=[C:7]([OH:12])[C:8]=2[F:14])[N:3]=1, predict the reactants needed to synthesize it. The reactants are: [Cl:1][C:2]1[CH:11]=[CH:10][C:9]2[C:4](=[CH:5][CH:6]=[C:7]([OH:12])[CH:8]=2)[N:3]=1.[B-](F)(F)(F)[F:14].[B-](F)(F)(F)F.C1[N+]2(CCl)CC[N+](F)(CC2)C1. (2) Given the product [Cl:4][C:5]1[N:10]=[C:9]([S:11]([NH2:45])(=[O:13])=[O:12])[CH:8]=[CH:7][C:6]=1[O:20][CH2:21][C:22]([N:24]1[CH2:29][CH2:28][C:27]2[N:30]=[C:31]3[S:35][C:34]([CH3:36])=[N:33][N:32]3[C:26]=2[CH:25]1[C:37]1[CH:42]=[CH:41][C:40]([Cl:43])=[CH:39][C:38]=1[F:44])=[O:23], predict the reactants needed to synthesize it. The reactants are: C[O-].[Na+].[Cl:4][C:5]1[N:10]=[C:9]([S:11](CCC(OC)=O)(=[O:13])=[O:12])[CH:8]=[CH:7][C:6]=1[O:20][CH2:21][C:22]([N:24]1[CH2:29][CH2:28][C:27]2[N:30]=[C:31]3[S:35][C:34]([CH3:36])=[N:33][N:32]3[C:26]=2[CH:25]1[C:37]1[CH:42]=[CH:41][C:40]([Cl:43])=[CH:39][C:38]=1[F:44])=[O:23].[NH:45](S(O)(=O)=O)O.C([O-])(=O)C.[Na+]. (3) The reactants are: [P:1]([Cl:11])(Cl)([O:3][C:4]1[CH:9]=[CH:8][CH:7]=[CH:6][CH:5]=1)=[O:2].Cl.[CH:13]([O:16][C:17](=[O:21])[C@H:18]([CH3:20])[NH2:19])([CH3:15])[CH3:14].CCN(CC)CC. Given the product [Cl:11][P:1]([NH:19][C@@H:18]([CH3:20])[C:17]([O:16][CH:13]([CH3:15])[CH3:14])=[O:21])([O:3][C:4]1[CH:5]=[CH:6][CH:7]=[CH:8][CH:9]=1)=[O:2], predict the reactants needed to synthesize it. (4) Given the product [ClH:1].[Cl:1][C:2]1[CH:34]=[CH:33][C:5]([CH2:6][CH2:7][N:8]([CH2:22][C:23]2[CH:28]=[CH:27][CH:26]=[CH:25][C:24]=2[C:29]([O:31][CH3:32])=[O:30])[CH:9]2[CH2:14][CH2:13][NH:12][CH2:11][CH2:10]2)=[CH:4][CH:3]=1, predict the reactants needed to synthesize it. The reactants are: [Cl:1][C:2]1[CH:34]=[CH:33][C:5]([CH2:6][CH2:7][N:8]([CH2:22][C:23]2[CH:28]=[CH:27][CH:26]=[CH:25][C:24]=2[C:29]([O:31][CH3:32])=[O:30])[CH:9]2[CH2:14][CH2:13][N:12](C(OC(C)(C)C)=O)[CH2:11][CH2:10]2)=[CH:4][CH:3]=1.Cl. (5) Given the product [CH3:36][C:35]1[CH:34]=[C:33]([CH3:37])[NH:32][C:31](=[O:38])[C:30]=1[CH2:29][NH:28][C:22]([C:14]1[C:13]([CH3:25])=[C:12]([CH:10]([CH:7]2[CH2:6][CH2:5][N:4]([CH2:3][C:2]([OH:1])([CH3:27])[CH3:26])[CH2:9][CH2:8]2)[CH3:11])[N:16]2[C:15]=1[CH:20]=[CH:19][C:18]([CH3:21])=[N:17]2)=[O:23], predict the reactants needed to synthesize it. The reactants are: [OH:1][C:2]([CH3:27])([CH3:26])[CH2:3][N:4]1[CH2:9][CH2:8][CH:7]([CH:10]([C:12]2[N:16]3[N:17]=[C:18]([CH3:21])[CH:19]=[CH:20][C:15]3=[C:14]([C:22](O)=[O:23])[C:13]=2[CH3:25])[CH3:11])[CH2:6][CH2:5]1.[NH2:28][CH2:29][C:30]1[C:31](=[O:38])[NH:32][C:33]([CH3:37])=[CH:34][C:35]=1[CH3:36].C(N(CC)CC)C.